From a dataset of NCI-60 drug combinations with 297,098 pairs across 59 cell lines. Regression. Given two drug SMILES strings and cell line genomic features, predict the synergy score measuring deviation from expected non-interaction effect. (1) Drug 1: CC=C1C(=O)NC(C(=O)OC2CC(=O)NC(C(=O)NC(CSSCCC=C2)C(=O)N1)C(C)C)C(C)C. Drug 2: CC1CCCC2(C(O2)CC(NC(=O)CC(C(C(=O)C(C1O)C)(C)C)O)C(=CC3=CSC(=N3)C)C)C. Cell line: PC-3. Synergy scores: CSS=68.2, Synergy_ZIP=0.797, Synergy_Bliss=-0.0901, Synergy_Loewe=-2.60, Synergy_HSA=4.49. (2) Drug 1: CN(C)C1=NC(=NC(=N1)N(C)C)N(C)C. Drug 2: CC1=C(C(CCC1)(C)C)C=CC(=CC=CC(=CC(=O)O)C)C. Cell line: EKVX. Synergy scores: CSS=-6.10, Synergy_ZIP=2.46, Synergy_Bliss=-3.64, Synergy_Loewe=-6.25, Synergy_HSA=-7.09. (3) Drug 1: COC1=CC(=CC(=C1O)OC)C2C3C(COC3=O)C(C4=CC5=C(C=C24)OCO5)OC6C(C(C7C(O6)COC(O7)C8=CC=CS8)O)O. Drug 2: C1C(C(OC1N2C=NC3=C2NC=NCC3O)CO)O. Cell line: SW-620. Synergy scores: CSS=32.2, Synergy_ZIP=-2.82, Synergy_Bliss=-4.42, Synergy_Loewe=-36.3, Synergy_HSA=-5.26. (4) Drug 1: CC1C(C(CC(O1)OC2CC(CC3=C2C(=C4C(=C3O)C(=O)C5=C(C4=O)C(=CC=C5)OC)O)(C(=O)CO)O)N)O.Cl. Drug 2: CC1C(C(CC(O1)OC2CC(CC3=C2C(=C4C(=C3O)C(=O)C5=C(C4=O)C(=CC=C5)OC)O)(C(=O)C)O)N)O.Cl. Cell line: SK-OV-3. Synergy scores: CSS=6.18, Synergy_ZIP=-0.296, Synergy_Bliss=-2.09, Synergy_Loewe=-19.1, Synergy_HSA=-2.92. (5) Drug 1: C1=CC(=CC=C1CC(C(=O)O)N)N(CCCl)CCCl.Cl. Drug 2: CC1CCCC2(C(O2)CC(NC(=O)CC(C(C(=O)C(C1O)C)(C)C)O)C(=CC3=CSC(=N3)C)C)C. Cell line: CCRF-CEM. Synergy scores: CSS=27.5, Synergy_ZIP=0.815, Synergy_Bliss=-2.22, Synergy_Loewe=-6.21, Synergy_HSA=-5.12. (6) Drug 1: CCC1(CC2CC(C3=C(CCN(C2)C1)C4=CC=CC=C4N3)(C5=C(C=C6C(=C5)C78CCN9C7C(C=CC9)(C(C(C8N6C=O)(C(=O)OC)O)OC(=O)C)CC)OC)C(=O)OC)O.OS(=O)(=O)O. Drug 2: C1CN(CCN1C(=O)CCBr)C(=O)CCBr. Cell line: OVCAR-8. Synergy scores: CSS=30.4, Synergy_ZIP=-8.76, Synergy_Bliss=-0.0742, Synergy_Loewe=4.01, Synergy_HSA=2.84. (7) Drug 1: C1=CC(=CC=C1C#N)C(C2=CC=C(C=C2)C#N)N3C=NC=N3. Drug 2: COC1=C2C(=CC3=C1OC=C3)C=CC(=O)O2. Cell line: CCRF-CEM. Synergy scores: CSS=-1.34, Synergy_ZIP=-0.0582, Synergy_Bliss=-1.22, Synergy_Loewe=-1.66, Synergy_HSA=-1.99. (8) Drug 1: CCC1=CC2CC(C3=C(CN(C2)C1)C4=CC=CC=C4N3)(C5=C(C=C6C(=C5)C78CCN9C7C(C=CC9)(C(C(C8N6C)(C(=O)OC)O)OC(=O)C)CC)OC)C(=O)OC.C(C(C(=O)O)O)(C(=O)O)O. Drug 2: CC(C)NC(=O)C1=CC=C(C=C1)CNNC.Cl. Cell line: U251. Synergy scores: CSS=8.86, Synergy_ZIP=-0.250, Synergy_Bliss=-1.22, Synergy_Loewe=-46.5, Synergy_HSA=-1.66. (9) Drug 1: CC1CCC2CC(C(=CC=CC=CC(CC(C(=O)C(C(C(=CC(C(=O)CC(OC(=O)C3CCCCN3C(=O)C(=O)C1(O2)O)C(C)CC4CCC(C(C4)OC)O)C)C)O)OC)C)C)C)OC. Drug 2: C1CCC(C(C1)N)N.C(=O)(C(=O)[O-])[O-].[Pt+4]. Cell line: MCF7. Synergy scores: CSS=33.7, Synergy_ZIP=-6.39, Synergy_Bliss=1.74, Synergy_Loewe=2.75, Synergy_HSA=3.88.